Dataset: NCI-60 drug combinations with 297,098 pairs across 59 cell lines. Task: Regression. Given two drug SMILES strings and cell line genomic features, predict the synergy score measuring deviation from expected non-interaction effect. Drug 1: CC12CCC3C(C1CCC2=O)CC(=C)C4=CC(=O)C=CC34C. Drug 2: CC1=C(C(CCC1)(C)C)C=CC(=CC=CC(=CC(=O)O)C)C. Cell line: M14. Synergy scores: CSS=39.1, Synergy_ZIP=1.95, Synergy_Bliss=-0.739, Synergy_Loewe=-1.36, Synergy_HSA=-1.68.